This data is from Catalyst prediction with 721,799 reactions and 888 catalyst types from USPTO. The task is: Predict which catalyst facilitates the given reaction. (1) Reactant: [Cl:1][C:2]1[CH:3]=[C:4]([C:9]2([C:26]([F:29])([F:28])[F:27])[O:13][N:12]=[C:11]([C:14]3[N:15]4[C:19]([C:20]([C:23](O)=[O:24])=[CH:21][CH:22]=3)=[CH:18][CH:17]=[CH:16]4)[CH2:10]2)[CH:5]=[C:6]([Cl:8])[CH:7]=1.CN(C(ON1N=NC2C=CC=NC1=2)=[N+](C)C)C.F[P-](F)(F)(F)(F)F.CCN(CC)CC.Cl.[NH2:62][CH2:63][C:64]1[CH:65]=[CH:66][C:67]2[C:71]([CH3:73])([CH3:72])[O:70][B:69]([OH:74])[C:68]=2[CH:75]=1. Product: [Cl:1][C:2]1[CH:3]=[C:4]([C:9]2([C:26]([F:28])([F:27])[F:29])[O:13][N:12]=[C:11]([C:14]3[N:15]4[C:19]([C:20]([C:23]([NH:62][CH2:63][C:64]5[CH:65]=[CH:66][C:67]6[C:71]([CH3:73])([CH3:72])[O:70][B:69]([OH:74])[C:68]=6[CH:75]=5)=[O:24])=[CH:21][CH:22]=3)=[CH:18][CH:17]=[CH:16]4)[CH2:10]2)[CH:5]=[C:6]([Cl:8])[CH:7]=1. The catalyst class is: 499. (2) The catalyst class is: 7. Product: [Cl:11][C:6]1[N:5]=[C:4]([S:12][CH2:13][CH2:14][CH3:15])[N:3]=[C:2]([NH:16][C@H:17]2[C@@H:21]3[O:22][C:23]([CH3:25])([CH3:26])[O:24][C@@H:20]3[C@@H:19]([O:27][CH2:28][CH2:29][OH:30])[CH2:18]2)[C:7]=1[N+:8]([O-:10])=[O:9]. Reactant: Cl[C:2]1[C:7]([N+:8]([O-:10])=[O:9])=[C:6]([Cl:11])[N:5]=[C:4]([S:12][CH2:13][CH2:14][CH3:15])[N:3]=1.[NH2:16][C@H:17]1[C@@H:21]2[O:22][C:23]([CH3:26])([CH3:25])[O:24][C@@H:20]2[C@@H:19]([O:27][CH2:28][CH2:29][OH:30])[CH2:18]1.O.C(OCC)(=O)C. (3) Reactant: [CH:1]1[C:9]2[C:8]3[CH:10]=[CH:11][CH:12]=[CH:13][C:7]=3[S:6][C:5]=2[CH:4]=[CH:3][CH:2]=1.C([Li])(C)(C)C.C([Mg]Br)C.[O:23]=O. Product: [CH:1]1[C:9]2[C:8]3[CH:10]=[CH:11][CH:12]=[CH:13][C:7]=3[S:6][C:5]=2[C:4]([OH:23])=[CH:3][CH:2]=1. The catalyst class is: 1. (4) Reactant: [CH2:1]1[C:10]2[C:5](=[CH:6][CH:7]=[CH:8][CH:9]=2)[CH2:4][CH2:3][N:2]1[C:11](=[O:21])[CH2:12][CH2:13][C:14]1[CH:19]=[CH:18][C:17]([OH:20])=[CH:16][CH:15]=1.[CH3:22][O:23][C:24](=[O:33])[C:25]1[CH:30]=[CH:29][CH:28]=[CH:27][C:26]=1[CH2:31]Br.C(=O)([O-])[O-].[K+].[K+]. Product: [CH2:1]1[C:10]2[C:5](=[CH:6][CH:7]=[CH:8][CH:9]=2)[CH2:4][CH2:3][N:2]1[C:11](=[O:21])[CH2:12][CH2:13][C:14]1[CH:15]=[CH:16][C:17]([O:20][CH2:31][C:26]2[CH:27]=[CH:28][CH:29]=[CH:30][C:25]=2[C:24]([O:23][CH3:22])=[O:33])=[CH:18][CH:19]=1. The catalyst class is: 10. (5) Reactant: [CH3:1][C:2]1[CH:3]=[CH:4][N:5]2[C:10]=1[C:9](=[O:11])[N:8]([C:12]1[CH:17]=[CH:16][CH:15]=[CH:14][CH:13]=1)[C:7]([C@@H:18]([NH:20][C:21]1[C:22]3[C:29]([C:30](O)=O)=[CH:28][NH:27][C:23]=3[N:24]=[CH:25][N:26]=1)[CH3:19])=[N:6]2.[CH2:33]([NH:35][C:36]([NH:38][NH2:39])=[S:37])[CH3:34].O(Cl)Cl.[P+5]. Product: [CH2:33]([NH:35][C:36]1[S:37][C:30]([C:29]2[C:22]3[C:21]([NH:20][C@H:18]([C:7]4[N:8]([C:12]5[CH:17]=[CH:16][CH:15]=[CH:14][CH:13]=5)[C:9](=[O:11])[C:10]5=[C:2]([CH3:1])[CH:3]=[CH:4][N:5]5[N:6]=4)[CH3:19])=[N:26][CH:25]=[N:24][C:23]=3[NH:27][CH:28]=2)=[N:39][N:38]=1)[CH3:34]. The catalyst class is: 12. (6) Reactant: [C:1]([O:5][C:6]([NH:8][C@@H:9]1[CH2:14][C@@H:13]([S:15][C:16](=[O:23])[C:17]2[CH:22]=[CH:21][CH:20]=[CH:19][CH:18]=2)[C@H:12]([OH:24])[CH2:11][CH2:10]1)=[O:7])([CH3:4])([CH3:3])[CH3:2].CC(OI1(OC(C)=O)(OC(C)=O)OC(=O)C2C1=CC=CC=2)=O. Product: [C:1]([O:5][C:6]([NH:8][CH:9]1[CH2:14][CH:13]([S:15][C:16](=[O:23])[C:17]2[CH:18]=[CH:19][CH:20]=[CH:21][CH:22]=2)[C:12](=[O:24])[CH2:11][CH2:10]1)=[O:7])([CH3:4])([CH3:2])[CH3:3]. The catalyst class is: 133. (7) Reactant: C([O:3][C:4]([C:6]1([CH2:22][CH2:23]OC)[CH2:11][CH2:10][N:9]([S:12]([C:15]2[CH:20]=[CH:19][CH:18]=[CH:17][C:16]=2[Cl:21])(=[O:14])=[O:13])[CH2:8][CH2:7]1)=O)C.[Cl-].C[Al+]C.[C:30]([C:34]1[CH:39]=[CH:38][C:37]([CH2:40][CH2:41][NH2:42])=[CH:36][CH:35]=1)([CH3:33])([CH3:32])[CH3:31]. Product: [C:30]([C:34]1[CH:35]=[CH:36][C:37]([CH2:40][CH2:41][N:42]2[CH2:23][CH2:22][C:6]3([CH2:7][CH2:8][N:9]([S:12]([C:15]4[CH:20]=[CH:19][CH:18]=[CH:17][C:16]=4[Cl:21])(=[O:13])=[O:14])[CH2:10][CH2:11]3)[C:4]2=[O:3])=[CH:38][CH:39]=1)([CH3:33])([CH3:31])[CH3:32]. The catalyst class is: 11.